Dataset: Full USPTO retrosynthesis dataset with 1.9M reactions from patents (1976-2016). Task: Predict the reactants needed to synthesize the given product. (1) Given the product [O:35]1[C:39]2[CH:40]=[CH:41][CH:42]=[CH:43][C:38]=2[N:37]=[C:36]1[NH:44][C@H:45]([C:66]([O:68][C:2]([CH3:4])([CH3:3])[CH3:1])=[O:67])[CH2:46][C:47]1[CH:48]=[CH:49][C:50]([O:53][CH2:54][CH2:55][CH2:56][C:57](=[O:65])[NH:58][C:59]2[NH:60][CH2:61][CH2:62][CH2:63][N:64]=2)=[CH:51][CH:52]=1, predict the reactants needed to synthesize it. The reactants are: [CH3:1][C:2](N(C1OC2C=CC=CC=2N=1)[C@H](C(O)=O)CC1C=CC(OCCCC(OCC)=O)=CC=1)([CH3:4])[CH3:3].[O:35]1[C:39]2[CH:40]=[CH:41][CH:42]=[CH:43][C:38]=2[N:37]=[C:36]1[NH:44][C@H:45]([C:66]([OH:68])=[O:67])[CH2:46][C:47]1[CH:52]=[CH:51][C:50]([O:53][CH2:54][CH2:55][CH2:56][C:57](=[O:65])[NH:58][C:59]2[NH:60][CH2:61][CH2:62][CH2:63][N:64]=2)=[CH:49][CH:48]=1.NC1NCCCN=1. (2) Given the product [F:29][C:27]([C:25]1[N:24]([CH2:31][CH:32]2[CH2:33][CH2:34][O:35][CH2:36][CH2:37]2)[C:23]2[CH:38]=[CH:39][C:20]([N:18]([CH3:19])[S:15]([C:12]3[CH:11]=[CH:10][C:9]([NH:8][C:3](=[O:4])[C:2]([CH3:7])([CH3:6])[CH3:1])=[CH:14][CH:13]=3)(=[O:17])=[O:16])=[CH:21][C:22]=2[N:26]=1)([F:30])[CH3:28], predict the reactants needed to synthesize it. The reactants are: [CH3:1][C:2]([CH3:7])([CH3:6])[C:3](Cl)=[O:4].[NH2:8][C:9]1[CH:14]=[CH:13][C:12]([S:15]([N:18]([C:20]2[CH:39]=[CH:38][C:23]3[N:24]([CH2:31][CH:32]4[CH2:37][CH2:36][O:35][CH2:34][CH2:33]4)[C:25]([C:27]([F:30])([F:29])[CH3:28])=[N:26][C:22]=3[CH:21]=2)[CH3:19])(=[O:17])=[O:16])=[CH:11][CH:10]=1.CCN(CC)CC. (3) The reactants are: CO[C:3]([C:5]1[CH:6]=[C:7]2[C:15](=[CH:16][CH:17]=1)[NH:14][C:13]1[C:12](=[O:18])[NH:11][CH:10]([CH2:19]O)[CH2:9][C:8]2=1)=[O:4].[C-:21]#[N:22].[Na+]. Given the product [N:22]1[CH:6]=[CH:7][CH:8]=[C:13]([NH:14][C:3]([C:5]2[CH:6]=[C:7]3[C:15](=[CH:16][CH:17]=2)[NH:14][C:13]2[C:12](=[O:18])[NH:11][CH:10]([CH2:19][CH2:9][C:10]#[N:11])[CH2:9][C:8]3=2)=[O:4])[CH:21]=1, predict the reactants needed to synthesize it. (4) Given the product [Br:30][CH2:28][C:27]([C:24]1[CH:25]=[CH:26][C:21]([C:19]2[N:20]=[C:15]3[CH:14]=[CH:13][C:12]([I:11])=[CH:17][N:16]3[CH:18]=2)=[CH:22][CH:23]=1)=[O:35], predict the reactants needed to synthesize it. The reactants are: ClCCl.C(N(CC)CC)C.[I:11][C:12]1[CH:13]=[CH:14][C:15]2[N:16]([CH:18]=[C:19]([C:21]3[CH:26]=[CH:25][C:24]([CH2:27][CH:28]=O)=[CH:23][CH:22]=3)[N:20]=2)[CH:17]=1.[Br:30][Si](C)(C)C.[OH2:35]. (5) The reactants are: COC1C=C(OC)C=CC=1C[N:6]1[CH2:12][CH:11]([C:13]([OH:15])=[O:14])[C:8]2([CH2:10][CH2:9]2)[C:7]1=[O:16].C1(OC)C=CC=CC=1.FC(F)(F)C(O)=O. Given the product [O:16]=[C:7]1[NH:6][CH2:12][CH:11]([C:13]([OH:15])=[O:14])[C:8]21[CH2:9][CH2:10]2, predict the reactants needed to synthesize it.